This data is from Reaction yield outcomes from USPTO patents with 853,638 reactions. The task is: Predict the reaction yield, written as a fraction of the theoretical maximum amount of product (1.0 means a 100% yield; for example, 0.34 means a 34% yield). (1) The reactants are [CH3:1][C:2]1[O:6][N:5]=[C:4]([C:7]2[CH:12]=[CH:11][CH:10]=[CH:9][CH:8]=2)[C:3]=1[CH2:13][O:14][C:15]1[CH:23]=[CH:22][C:18]([C:19]([OH:21])=O)=[CH:17][N:16]=1.Cl.[NH:25]1[CH2:29][CH2:28][C:27](=[O:30])[NH:26]1. No catalyst specified. The product is [CH3:1][C:2]1[O:6][N:5]=[C:4]([C:7]2[CH:8]=[CH:9][CH:10]=[CH:11][CH:12]=2)[C:3]=1[CH2:13][O:14][C:15]1[N:16]=[CH:17][C:18]([C:19]([N:25]2[CH:29]=[CH:28][C:27](=[O:30])[NH:26]2)=[O:21])=[CH:22][CH:23]=1. The yield is 0.0500. (2) The yield is 0.880. The reactants are [Li+].C[Si]([N-][Si](C)(C)C)(C)C.[Cl:11][C:12]1[CH:13]=[C:14]([C:22]2[O:26][CH:25]=[N:24][C:23]=2[CH3:27])[CH:15]=[CH:16][C:17]=1[C:18]([F:21])([F:20])[F:19].[Cl:28]C(Cl)(Cl)C(Cl)(Cl)Cl. The catalyst is C1COCC1. The product is [Cl:28][C:25]1[O:26][C:22]([C:14]2[CH:15]=[CH:16][C:17]([C:18]([F:19])([F:21])[F:20])=[C:12]([Cl:11])[CH:13]=2)=[C:23]([CH3:27])[N:24]=1. (3) The reactants are [Cl:1][C:2]1[CH:7]=[CH:6][N:5]=[C:4]([NH:8][C:9](=O)[C:10](C)(C)C)C=1C=O.O=[C:18]([CH3:34])[CH2:19][C:20]([NH:22][CH2:23][C:24]1[CH:29]=[CH:28][CH:27]=[C:26]([C:30]([F:33])([F:32])[F:31])[CH:25]=1)=[O:21].C[Si](C)(C)N[Si](C)(C)C.[K]. The yield is 0.800. The catalyst is C1COCC1.[NH4+].[Cl-]. The product is [Cl:1][C:2]1[CH:7]=[CH:6][N:5]=[C:4]2[C:34]=1[CH:18]=[C:19]([C:20]([NH:22][CH2:23][C:24]1[CH:29]=[CH:28][CH:27]=[C:26]([C:30]([F:33])([F:32])[F:31])[CH:25]=1)=[O:21])[C:9]([CH3:10])=[N:8]2.